From a dataset of Peptide-MHC class I binding affinity with 185,985 pairs from IEDB/IMGT. Regression. Given a peptide amino acid sequence and an MHC pseudo amino acid sequence, predict their binding affinity value. This is MHC class I binding data. (1) The binding affinity (normalized) is 0.0655. The peptide sequence is IPLTEEAEL. The MHC is HLA-B45:01 with pseudo-sequence HLA-B45:01. (2) The peptide sequence is VSFDQNLDY. The MHC is HLA-A02:01 with pseudo-sequence HLA-A02:01. The binding affinity (normalized) is 0.0847. (3) The peptide sequence is LQQSTYQLV. The MHC is HLA-A68:02 with pseudo-sequence HLA-A68:02. The binding affinity (normalized) is 0. (4) The peptide sequence is FLAPDTRYV. The MHC is HLA-A02:01 with pseudo-sequence HLA-A02:01. The binding affinity (normalized) is 0.759. (5) The peptide sequence is YLLEMLWRL. The MHC is HLA-A02:02 with pseudo-sequence HLA-A02:02. The binding affinity (normalized) is 1.00. (6) The peptide sequence is LLFASMGFK. The MHC is HLA-A33:01 with pseudo-sequence HLA-A33:01. The binding affinity (normalized) is 0.262. (7) The peptide sequence is KSYEHQTPF. The MHC is HLA-B58:01 with pseudo-sequence HLA-B58:01. The binding affinity (normalized) is 0.586. (8) The MHC is H-2-Db with pseudo-sequence H-2-Db. The peptide sequence is KMFVSPTPG. The binding affinity (normalized) is 0.0910. (9) The peptide sequence is YSPLEACY. The MHC is Mamu-A01 with pseudo-sequence Mamu-A01. The binding affinity (normalized) is 0.284.